This data is from Peptide-MHC class I binding affinity with 185,985 pairs from IEDB/IMGT. The task is: Regression. Given a peptide amino acid sequence and an MHC pseudo amino acid sequence, predict their binding affinity value. This is MHC class I binding data. (1) The peptide sequence is FPNEVGARI. The MHC is HLA-B46:01 with pseudo-sequence HLA-B46:01. The binding affinity (normalized) is 0.0847. (2) The peptide sequence is NMIKMFSQI. The MHC is HLA-B15:01 with pseudo-sequence HLA-B15:01. The binding affinity (normalized) is 0.457.